Binary Classification. Given a drug SMILES string, predict its activity (active/inactive) in a high-throughput screening assay against a specified biological target. From a dataset of HIV replication inhibition screening data with 41,000+ compounds from the AIDS Antiviral Screen. (1) The drug is CC1OC(=O)N(CCCC=C2SCCCS2)C1=O. The result is 0 (inactive). (2) The compound is CCN(CC)C1=Nc2ccccc2N(c2ccccc2)C(SC)=C1. The result is 0 (inactive). (3) The compound is Nc1nc(N)c(CCCCc2ccccc2)c(Cc2ccccc2)n1. The result is 0 (inactive). (4) The compound is Cc1ccc(-c2c(C#N)c(-c3ccc([N+](=O)[O-])cc3)c(C#N)c(=O)n2NS(=O)(=O)c2ccc(C)cc2)cc1. The result is 0 (inactive).